This data is from Forward reaction prediction with 1.9M reactions from USPTO patents (1976-2016). The task is: Predict the product of the given reaction. (1) The product is: [ClH:48].[ClH:48].[C:1]([C:5]1[N:10]=[C:9]([NH:11][CH2:12][CH2:13][CH2:14][O:15][CH3:16])[C:8]([C:17]([N:19]([C@H:20]2[CH2:25][C@@H:24]([C:26]([CH:28]3[CH2:29][CH2:30]3)=[O:27])[CH2:23][NH:22][CH2:21]2)[CH2:38][CH:39]([CH3:41])[CH3:40])=[O:18])=[CH:7][N:6]=1)([CH3:3])([CH3:4])[CH3:2]. Given the reactants [C:1]([C:5]1[N:10]=[C:9]([NH:11][CH2:12][CH2:13][CH2:14][O:15][CH3:16])[C:8]([C:17]([N:19]([CH2:38][CH:39]([CH3:41])[CH3:40])[C@H:20]2[CH2:25][C@@H:24]([C:26]([CH:28]3[CH2:30][CH2:29]3)=[O:27])[CH2:23][N:22](C(OC(C)(C)C)=O)[CH2:21]2)=[O:18])=[CH:7][N:6]=1)([CH3:4])([CH3:3])[CH3:2].C(OCC)(=O)C.[ClH:48], predict the reaction product. (2) Given the reactants COC1C=CC(P2(=S)SP(=S)(C3C=CC(OC)=CC=3)[S:10]2)=CC=1.[C:23]([C:25]1[C:30]2[N:31]=[C:32]([CH:34]3[CH2:36][CH2:35]3)[O:33][C:29]=2[C:28]([CH2:37][C:38]([N:40]([CH3:42])[CH3:41])=O)=[C:27]([C:43]2[CH:48]=[CH:47][CH:46]=[CH:45][CH:44]=2)[C:26]=1[CH3:49])#[N:24], predict the reaction product. The product is: [C:23]([C:25]1[C:30]2[N:31]=[C:32]([CH:34]3[CH2:36][CH2:35]3)[O:33][C:29]=2[C:28]([CH2:37][C:38](=[S:10])[N:40]([CH3:42])[CH3:41])=[C:27]([C:43]2[CH:48]=[CH:47][CH:46]=[CH:45][CH:44]=2)[C:26]=1[CH3:49])#[N:24]. (3) The product is: [CH:1]1([C:5]2[C:13]([CH:14]=[O:15])=[CH:12][C:8]([C:9]([N:18]3[CH2:23][CH2:22][CH:21]([C:24]4[CH:31]=[CH:30][C:27]([C:28]#[N:29])=[CH:26][CH:25]=4)[CH2:20][CH2:19]3)=[O:11])=[C:7]([CH3:16])[CH:6]=2)[CH2:2][CH2:3][CH2:4]1. Given the reactants [CH:1]1([C:5]2[C:13]([CH:14]=[O:15])=[CH:12][C:8]([C:9]([OH:11])=O)=[C:7]([CH3:16])[CH:6]=2)[CH2:4][CH2:3][CH2:2]1.Cl.[NH:18]1[CH2:23][CH2:22][CH:21]([C:24]2[CH:31]=[CH:30][C:27]([C:28]#[N:29])=[CH:26][CH:25]=2)[CH2:20][CH2:19]1.CCN=C=NCCCN(C)C.Cl, predict the reaction product. (4) Given the reactants C(OC([N:11]1[CH2:20][CH2:19][CH2:18][C@@H:12]1[C:13]([N:15]([CH3:17])[CH3:16])=[O:14])=O)C1C=CC=CC=1, predict the reaction product. The product is: [CH3:16][N:15]([CH3:17])[C:13](=[O:14])[C@H:12]1[CH2:18][CH2:19][CH2:20][NH:11]1. (5) Given the reactants [C:1]([O:4][CH:5]1[CH:6]([CH3:38])[CH2:7][CH2:8][CH:9]([OH:37])[CH2:10][C:11]([O:13][CH:14](/[C:19](/[CH3:36])=[CH:20]/[CH:21]=[CH:22]/[C:23]([OH:35])([CH3:34])[CH2:24][CH:25]2[O:33][CH:26]2[CH:27]([CH3:32])[CH:28]([OH:31])[CH2:29][CH3:30])[CH:15]([CH3:18])[CH:16]=[CH:17]1)=[O:12])(=[O:3])[CH3:2].N1[CH:43]=[CH:42]N=C1.[CH2:44]([Si:46](Cl)([CH2:50][CH3:51])[CH:47]([CH3:49])[CH3:48])[CH3:45], predict the reaction product. The product is: [C:1]([O:4][CH:5]1[CH:6]([CH3:38])[CH2:7][CH2:8][CH:9]([O:37][Si:46]([CH2:42][CH3:43])([CH2:44][CH3:45])[CH:47]([CH3:49])[CH3:48])[CH2:10][C:11]([O:13][CH:14](/[C:19](/[CH3:36])=[CH:20]/[CH:21]=[CH:22]/[C:23]([OH:35])([CH3:34])[CH2:24][CH:25]2[O:33][CH:26]2[CH:27]([CH3:32])[CH:28]([O:31][Si:46]([CH2:50][CH3:51])([CH2:44][CH3:45])[CH:47]([CH3:49])[CH3:48])[CH2:29][CH3:30])[CH:15]([CH3:18])[CH:16]=[CH:17]1)=[O:12])(=[O:3])[CH3:2]. (6) The product is: [C:26]([O:25][C:23](=[O:24])[CH2:22][N:14]([C:15]([O:17][C:18]([CH3:21])([CH3:20])[CH3:19])=[O:16])[C:12]1[CH:11]=[CH:10][CH:9]=[C:8]([CH:7]([CH2:6][C:5]2[CH:40]=[CH:41][C:2]([NH:42][C:43]3[CH:48]=[CH:47][CH:46]=[CH:45][CH:44]=3)=[CH:3][CH:4]=2)[NH:30][S:31]([C:34]2[CH:39]=[CH:38][CH:37]=[CH:36][N:35]=2)(=[O:33])=[O:32])[N:13]=1)([CH3:29])([CH3:28])[CH3:27]. Given the reactants Br[C:2]1[CH:41]=[CH:40][C:5]([CH2:6][CH:7]([NH:30][S:31]([C:34]2[CH:39]=[CH:38][CH:37]=[CH:36][N:35]=2)(=[O:33])=[O:32])[C:8]2[N:13]=[C:12]([N:14]([CH2:22][C:23]([O:25][C:26]([CH3:29])([CH3:28])[CH3:27])=[O:24])[C:15]([O:17][C:18]([CH3:21])([CH3:20])[CH3:19])=[O:16])[CH:11]=[CH:10][CH:9]=2)=[CH:4][CH:3]=1.[NH2:42][C:43]1[CH:48]=[CH:47][CH:46]=[CH:45][CH:44]=1.C1(C2C=CC=CC=2)C=CC=CC=1.C(PC(C)(C)C)(C)(C)C.CC(C)([O-])C.[Na+].[Cl-].[NH4+], predict the reaction product.